Dataset: Forward reaction prediction with 1.9M reactions from USPTO patents (1976-2016). Task: Predict the product of the given reaction. (1) Given the reactants Cl[C:2]1[N:7]=[CH:6][N:5]=[C:4]([NH:8][C:9]2[CH:14]=[CH:13][C:12]([O:15][C:16]([F:19])([F:18])[F:17])=[CH:11][CH:10]=2)[CH:3]=1.[CH3:20][S:21]([C:24]1[CH:25]=[C:26](B(O)O)[CH:27]=[CH:28][CH:29]=1)(=[O:23])=[O:22].C1C=CC(P(C2C=CC=CC=2)C2C=CC=CC=2)=CC=1, predict the reaction product. The product is: [CH3:20][S:21]([C:24]1[CH:29]=[C:28]([C:2]2[N:7]=[CH:6][N:5]=[C:4]([NH:8][C:9]3[CH:14]=[CH:13][C:12]([O:15][C:16]([F:19])([F:18])[F:17])=[CH:11][CH:10]=3)[CH:3]=2)[CH:27]=[CH:26][CH:25]=1)(=[O:23])=[O:22]. (2) Given the reactants C1(P(C2CCCCC2)C2C=CC=CC=2C2C(C(C)C)=CC(C(C)C)=CC=2C(C)C)CCCCC1.[O:35]1[CH2:40][CH2:39][N:38]([C:41]2[CH:46]=[CH:45][N:44]=[C:43]([NH2:47])[N:42]=2)[CH2:37][CH2:36]1.Cl[C:49]1[C:58]2[C:53](=[CH:54][C:55]([F:59])=[CH:56][CH:57]=2)[N:52]=[C:51]([C:60]2[CH:65]=[CH:64][CH:63]=[CH:62][N:61]=2)[C:50]=1[CH3:66].CC(C)([O-])C.[Na+], predict the reaction product. The product is: [F:59][C:55]1[CH:54]=[C:53]2[C:58]([C:49]([NH:47][C:43]3[N:42]=[C:41]([N:38]4[CH2:39][CH2:40][O:35][CH2:36][CH2:37]4)[CH:46]=[CH:45][N:44]=3)=[C:50]([CH3:66])[C:51]([C:60]3[CH:65]=[CH:64][CH:63]=[CH:62][N:61]=3)=[N:52]2)=[CH:57][CH:56]=1. (3) Given the reactants [CH:1]1[CH:6]=[CH:5][C:4]([CH2:7][O:8][C:9]([NH:11][CH2:12][C:13]([OH:15])=O)=[O:10])=[CH:3][CH:2]=1.ON1C2C=CC=CC=2N=N1.CCN=C=NCCCN(C)C.Cl.[C:38]([O:42][C:43]([N:45]1[CH2:50][CH2:49][CH:48]([CH2:51][NH2:52])[CH2:47][CH2:46]1)=[O:44])([CH3:41])([CH3:40])[CH3:39], predict the reaction product. The product is: [C:38]([O:42][C:43]([N:45]1[CH2:50][CH2:49][CH:48]([CH2:51][NH:52][C:13](=[O:15])[CH2:12][NH:11][C:9]([O:8][CH2:7][C:4]2[CH:3]=[CH:2][CH:1]=[CH:6][CH:5]=2)=[O:10])[CH2:47][CH2:46]1)=[O:44])([CH3:41])([CH3:40])[CH3:39]. (4) Given the reactants [F:1][C:2]1[C:11]([F:12])=[C:10]([F:13])[CH:9]=[C:8]2[C:3]=1[C:4]([OH:19])=[C:5]([C:14]([O:16][CH2:17][CH3:18])=[O:15])[CH:6]=[N:7]2.C([O-])([O-])=O.[K+].[K+].[C:26]1([CH2:32][CH2:33]Br)[CH:31]=[CH:30][CH:29]=[CH:28][CH:27]=1, predict the reaction product. The product is: [F:1][C:2]1[C:11]([F:12])=[C:10]([F:13])[CH:9]=[C:8]2[C:3]=1[C:4](=[O:19])[C:5]([C:14]([O:16][CH2:17][CH3:18])=[O:15])=[CH:6][N:7]2[CH2:33][CH2:32][C:26]1[CH:31]=[CH:30][CH:29]=[CH:28][CH:27]=1. (5) Given the reactants [Br:1][C:2]1[CH:3]=[CH:4][C:5]([F:34])=[C:6]([C:8]([NH:27]S(C(C)(C)C)=O)([CH3:26])[CH2:9][C:10]2([S:16][CH2:17][C:18]3[CH:23]=[CH:22][C:21]([O:24][CH3:25])=[CH:20][CH:19]=3)[CH2:15][CH2:14][O:13][CH2:12][CH2:11]2)[CH:7]=1.Cl, predict the reaction product. The product is: [Br:1][C:2]1[CH:3]=[CH:4][C:5]([F:34])=[C:6]([C:8]([NH2:27])([CH3:26])[CH2:9][C:10]2([S:16][CH2:17][C:18]3[CH:19]=[CH:20][C:21]([O:24][CH3:25])=[CH:22][CH:23]=3)[CH2:11][CH2:12][O:13][CH2:14][CH2:15]2)[CH:7]=1. (6) Given the reactants [C:1]([N:9]=[C:10]=[S:11])(=[O:8])[C:2]1[CH:7]=[CH:6][CH:5]=[CH:4][CH:3]=1.[NH2:12][C@@:13]1([C:41]2[CH:46]=[CH:45][C:44]([F:47])=[CH:43][C:42]=2[F:48])[CH2:17][O:16][C@H:15]([CH2:18][O:19][C:20]([C:33]2[CH:38]=[CH:37][CH:36]=[CH:35][CH:34]=2)([C:27]2[CH:32]=[CH:31][CH:30]=[CH:29][CH:28]=2)[C:21]2[CH:26]=[CH:25][CH:24]=[CH:23][CH:22]=2)[C@H:14]1[CH2:39][OH:40], predict the reaction product. The product is: [F:48][C:42]1[CH:43]=[C:44]([F:47])[CH:45]=[CH:46][C:41]=1[C@@:13]1([NH:12][C:10]([NH:9][C:1](=[O:8])[C:2]2[CH:7]=[CH:6][CH:5]=[CH:4][CH:3]=2)=[S:11])[C@H:14]([CH2:39][OH:40])[C@@H:15]([CH2:18][O:19][C:20]([C:33]2[CH:38]=[CH:37][CH:36]=[CH:35][CH:34]=2)([C:21]2[CH:22]=[CH:23][CH:24]=[CH:25][CH:26]=2)[C:27]2[CH:32]=[CH:31][CH:30]=[CH:29][CH:28]=2)[O:16][CH2:17]1. (7) The product is: [CH3:1][O:2][C:3]1[CH:12]=[CH:11][C:6]([C:7]([OH:9])=[O:8])=[CH:5][C:4]=1[S:13](=[O:24])(=[O:23])[NH:14][CH2:15][CH2:16][N:17]1[CH2:22][CH2:21][O:20][CH2:19][CH2:18]1. Given the reactants [CH3:1][O:2][C:3]1[CH:12]=[CH:11][C:6]([C:7]([O:9]C)=[O:8])=[CH:5][C:4]=1[S:13](=[O:24])(=[O:23])[NH:14][CH2:15][CH2:16][N:17]1[CH2:22][CH2:21][O:20][CH2:19][CH2:18]1.[OH-].[Li+].Cl, predict the reaction product. (8) Given the reactants [Na:1].CC1(C)COC(CO[C:11]2[CH:16]=[CH:15][N:14]=[C:13]([CH2:17][S:18]([C:20]3[NH:24][C:23]4[CH:25]=[CH:26][CH:27]=[CH:28][C:22]=4[N:21]=3)=[O:19])[C:12]=2[CH3:29])OC1.ClC1C=C[N+]([O-])=C(C)C=1C.[F:41][C:42]1([F:50])[CH2:47][O:46][CH:45]([CH2:48][OH:49])[O:44][CH2:43]1, predict the reaction product. The product is: [Na:1].[F:41][C:42]1([F:50])[CH2:47][O:46][CH:45]([CH2:48][O:49][C:11]2[CH:16]=[CH:15][N:14]=[C:13]([CH2:17][S:18]([C:20]3[NH:24][C:23]4[CH:25]=[CH:26][CH:27]=[CH:28][C:22]=4[N:21]=3)=[O:19])[C:12]=2[CH3:29])[O:44][CH2:43]1.